This data is from Peptide-MHC class II binding affinity with 134,281 pairs from IEDB. The task is: Regression. Given a peptide amino acid sequence and an MHC pseudo amino acid sequence, predict their binding affinity value. This is MHC class II binding data. (1) The peptide sequence is VINWKGKELKCGSGI. The MHC is DRB1_0101 with pseudo-sequence DRB1_0101. The binding affinity (normalized) is 0.126. (2) The peptide sequence is GELQIQDKIDAAFKI. The MHC is DRB1_0802 with pseudo-sequence DRB1_0802. The binding affinity (normalized) is 0.388. (3) The peptide sequence is AASDFWGGAGSAACQ. The MHC is HLA-DQA10102-DQB10602 with pseudo-sequence HLA-DQA10102-DQB10602. The binding affinity (normalized) is 0. (4) The peptide sequence is GLRTLWSPRERLVLT. The MHC is HLA-DQA10501-DQB10402 with pseudo-sequence HLA-DQA10501-DQB10402. The binding affinity (normalized) is 0.770. (5) The peptide sequence is MLMTGGVTLVRKNRW. The MHC is DRB1_0301 with pseudo-sequence DRB1_0301. The binding affinity (normalized) is 0.851.